Predict the reaction yield, written as a fraction of the theoretical maximum amount of product (1.0 means a 100% yield; for example, 0.34 means a 34% yield). From a dataset of Reaction yield outcomes from USPTO patents with 853,638 reactions. The reactants are [OH:1][C@H:2]1[C@H:7]([CH2:8][NH:9]CC2C=CC=CC=2)[CH2:6][CH2:5][N:4]([C:17]([O:19][C:20]([CH3:23])([CH3:22])[CH3:21])=[O:18])[CH2:3]1.[H][H]. The catalyst is CO.[Pd]. The product is [NH2:9][CH2:8][C@@H:7]1[CH2:6][CH2:5][N:4]([C:17]([O:19][C:20]([CH3:22])([CH3:21])[CH3:23])=[O:18])[CH2:3][C@H:2]1[OH:1]. The yield is 1.00.